Dataset: Forward reaction prediction with 1.9M reactions from USPTO patents (1976-2016). Task: Predict the product of the given reaction. The product is: [N:7]1([S:13]([C:16]2[CH:17]=[CH:18][C:19]([O:25][CH2:26][C:27]3[CH:28]=[CH:29][CH:30]=[CH:31][CH:32]=3)=[C:20]([CH:24]=2)[C:21]([NH:39][C:35]2[CH:34]=[N:33][CH:38]=[CH:37][CH:36]=2)=[O:22])(=[O:15])=[O:14])[CH2:8][CH2:9][O:10][CH2:11][CH2:12]1. Given the reactants C(Cl)(=O)C(Cl)=O.[N:7]1([S:13]([C:16]2[CH:17]=[CH:18][C:19]([O:25][CH2:26][C:27]3[CH:32]=[CH:31][CH:30]=[CH:29][CH:28]=3)=[C:20]([CH:24]=2)[C:21](O)=[O:22])(=[O:15])=[O:14])[CH2:12][CH2:11][O:10][CH2:9][CH2:8]1.[N:33]1[CH:38]=[CH:37][CH:36]=[C:35]([NH2:39])[CH:34]=1.C(N(C(C)C)CC)(C)C, predict the reaction product.